From a dataset of Reaction yield outcomes from USPTO patents with 853,638 reactions. Predict the reaction yield, written as a fraction of the theoretical maximum amount of product (1.0 means a 100% yield; for example, 0.34 means a 34% yield). (1) The reactants are Br[C:2]1[CH:7]=[CH:6][C:5]([Br:8])=[CH:4][N:3]=1.O.[NH2:10][NH2:11].CC(O)CC. The catalyst is O. The product is [Br:8][C:5]1[CH:6]=[CH:7][C:2]([NH:10][NH2:11])=[N:3][CH:4]=1. The yield is 0.870. (2) The reactants are [CH3:1][S:2][CH2:3]Cl.[H-].[Na+].[CH2:7]([CH:14]([C:20]([O:22][CH2:23][CH3:24])=[O:21])[C:15]([O:17][CH2:18][CH3:19])=[O:16])[C:8]1[CH:13]=[CH:12][CH:11]=[CH:10][CH:9]=1. The catalyst is CN(C)C=O. The product is [CH2:7]([C:14]([CH2:3][S:2][CH3:1])([C:15]([O:17][CH2:18][CH3:19])=[O:16])[C:20]([O:22][CH2:23][CH3:24])=[O:21])[C:8]1[CH:13]=[CH:12][CH:11]=[CH:10][CH:9]=1. The yield is 0.990.